From a dataset of Catalyst prediction with 721,799 reactions and 888 catalyst types from USPTO. Predict which catalyst facilitates the given reaction. (1) Reactant: C1(COC([NH:11][CH2:12][C@@H:13]2[CH2:17][CH2:16][CH2:15][N:14]2[CH:18]([C:24]([O:26]CC)=O)[C:19]([O:21][CH2:22][CH3:23])=[O:20])=O)C=CC=CC=1. Product: [O:26]=[C:24]1[CH:18]([C:19]([O:21][CH2:22][CH3:23])=[O:20])[N:14]2[CH2:15][CH2:16][CH2:17][C@H:13]2[CH2:12][NH:11]1. The catalyst class is: 50. (2) Reactant: [NH2:1][C:2]1[CH:3]=[C:4]2[C:8](=[CH:9][CH:10]=1)[CH2:7][C:6]1([C:14](=[O:15])[NH:13][C:12](=[O:16])[N:11]1[CH3:17])[CH2:5]2.[Cl:18]N1C(=O)CCC1=O. Product: [NH2:1][C:2]1[C:3]([Cl:18])=[C:4]2[C:8](=[CH:9][CH:10]=1)[CH2:7][C:6]1([C:14](=[O:15])[NH:13][C:12](=[O:16])[N:11]1[CH3:17])[CH2:5]2. The catalyst class is: 52. (3) Product: [Br:1][C:2]1[CH:3]=[CH:4][C:5]([C:8]2[O:9][C:10]([CH:16]([OH:17])[CH3:18])=[C:11]([CH:13]([CH3:15])[CH3:14])[N:12]=2)=[CH:6][CH:7]=1. Reactant: [Br:1][C:2]1[CH:7]=[CH:6][C:5]([C:8]2[O:9][C:10]([CH:16]=[O:17])=[C:11]([CH:13]([CH3:15])[CH3:14])[N:12]=2)=[CH:4][CH:3]=1.[CH3:18][Mg]Br.[NH4+].[Cl-]. The catalyst class is: 1. (4) Reactant: C(OC([N:8]([C:24]1[CH:29]=[N:28][C:27]([C:30]2[CH:35]=[CH:34][C:33]([C:36]([F:39])([F:38])[F:37])=[CH:32][CH:31]=2)=[CH:26][N:25]=1)[CH:9]([C:13]1[CH:23]=[CH:22][C:16]([C:17]([O:19][CH2:20][CH3:21])=[O:18])=[CH:15][CH:14]=1)[CH2:10][CH2:11][CH3:12])=O)(C)(C)C.C(O)(C(F)(F)F)=O.C(=O)(O)[O-].[Na+]. Product: [F:39][C:36]([F:37])([F:38])[C:33]1[CH:34]=[CH:35][C:30]([C:27]2[N:28]=[CH:29][C:24]([NH:8][CH:9]([C:13]3[CH:14]=[CH:15][C:16]([C:17]([O:19][CH2:20][CH3:21])=[O:18])=[CH:22][CH:23]=3)[CH2:10][CH2:11][CH3:12])=[N:25][CH:26]=2)=[CH:31][CH:32]=1. The catalyst class is: 2. (5) Reactant: [OH:1][C:2]1[CH:3]=[C:4]([CH2:8][CH2:9][CH2:10][N:11]2[C:19](=[O:20])[C:18]3[C:13](=[CH:14][CH:15]=[CH:16][CH:17]=3)[C:12]2=[O:21])[CH:5]=[CH:6][CH:7]=1.[O:22]1[C:24]2([CH2:31][CH2:30][CH2:29][CH2:28][CH2:27][CH2:26][CH2:25]2)[CH2:23]1.C([O-])([O-])=O.[Cs+].[Cs+]. Product: [OH:22][C:24]1([CH2:23][O:1][C:2]2[CH:3]=[C:4]([CH2:8][CH2:9][CH2:10][N:11]3[C:19](=[O:20])[C:18]4[C:13](=[CH:14][CH:15]=[CH:16][CH:17]=4)[C:12]3=[O:21])[CH:5]=[CH:6][CH:7]=2)[CH2:31][CH2:30][CH2:29][CH2:28][CH2:27][CH2:26][CH2:25]1. The catalyst class is: 16. (6) Reactant: Br[C:2]1[CH:7]=[CH:6][C:5]([C@H:8]2[CH2:12][CH2:11][C:10]([F:14])([F:13])[CH2:9]2)=[CH:4][CH:3]=1.[Li]CCCC.[C:20](=[O:22])=[O:21]. Product: [F:13][C:10]1([F:14])[CH2:11][CH2:12][C@H:8]([C:5]2[CH:6]=[CH:7][C:2]([C:20]([OH:22])=[O:21])=[CH:3][CH:4]=2)[CH2:9]1. The catalyst class is: 116. (7) Reactant: [CH:1]([N:4]1[CH2:9][CH2:8][N:7](C(OC(C)(C)C)=O)[C@@H:6]([C:17]([N:19]2[CH2:24][CH2:23][NH:22][CH2:21][CH2:20]2)=[O:18])[CH2:5]1)([CH3:3])[CH3:2].C1([O:31][C:32](=O)[NH:33][C:34]2[CH:39]=[CH:38][CH:37]=[C:36]([O:40][CH2:41][C:42]3[CH:47]=[CH:46][CH:45]=[CH:44][CH:43]=3)[CH:35]=2)C=CC=CC=1.C(N(CC)CC)C. Product: [CH2:41]([O:40][C:36]1[CH:35]=[C:34]([NH:33][C:32]([N:22]2[CH2:21][CH2:20][N:19]([C:17]([C@H:6]3[CH2:5][N:4]([CH:1]([CH3:2])[CH3:3])[CH2:9][CH2:8][NH:7]3)=[O:18])[CH2:24][CH2:23]2)=[O:31])[CH:39]=[CH:38][CH:37]=1)[C:42]1[CH:43]=[CH:44][CH:45]=[CH:46][CH:47]=1. The catalyst class is: 1.